Predict the reactants needed to synthesize the given product. From a dataset of Full USPTO retrosynthesis dataset with 1.9M reactions from patents (1976-2016). The reactants are: [C:9](O[C:9]([O:11][C:12]([CH3:15])([CH3:14])[CH3:13])=[O:10])([O:11][C:12]([CH3:15])([CH3:14])[CH3:13])=[O:10].[CH3:16][C:17]1([CH3:45])[O:22][C:21]2[CH:23]=[C:24](/[CH:27]=[CH:28]/[C:29]([N:31]([CH3:43])[CH2:32][C:33]3[O:34][C:35]4[CH:42]=[CH:41][CH:40]=[CH:39][C:36]=4[C:37]=3[CH3:38])=[O:30])[CH:25]=[N:26][C:20]=2[NH:19][C:18]1=[O:44]. Given the product [CH3:16][C:17]1([CH3:45])[O:22][C:21]2[CH:23]=[C:24](/[CH:27]=[CH:28]/[C:29]([N:31]([CH3:43])[CH2:32][C:33]3[O:34][C:35]4[CH:42]=[CH:41][CH:40]=[CH:39][C:36]=4[C:37]=3[CH3:38])=[O:30])[CH:25]=[N:26][C:20]=2[N:19]([C:9]([O:11][C:12]([CH3:13])([CH3:14])[CH3:15])=[O:10])[C:18]1=[O:44], predict the reactants needed to synthesize it.